This data is from Reaction yield outcomes from USPTO patents with 853,638 reactions. The task is: Predict the reaction yield, written as a fraction of the theoretical maximum amount of product (1.0 means a 100% yield; for example, 0.34 means a 34% yield). (1) The reactants are [Cl:1][C:2]1[CH:3]=[CH:4][C:5]([S:9][CH2:10][C:11]2[CH:15]=[C:14]([N+:16]([O-:18])=[O:17])[NH:13][N:12]=2)=[C:6]([CH:8]=1)[NH2:7].[O:19]1[C:23]2[CH:24]=[CH:25][CH:26]=[CH:27][C:22]=2[CH:21]=[C:20]1[S:28](Cl)(=[O:30])=[O:29]. The catalyst is N1C=CC=CC=1. The product is [Cl:1][C:2]1[CH:3]=[CH:4][C:5]([S:9][CH2:10][C:11]2[CH:15]=[C:14]([N+:16]([O-:18])=[O:17])[NH:13][N:12]=2)=[C:6]([NH:7][S:28]([C:20]2[O:19][C:23]3[CH:24]=[CH:25][CH:26]=[CH:27][C:22]=3[CH:21]=2)(=[O:29])=[O:30])[CH:8]=1. The yield is 0.710. (2) The reactants are [NH2:1][C:2]1[NH:6][N:5]=[C:4]([CH3:7])[C:3]=1[C:8]1[S:9][C:10]2[CH:16]=[C:15]([S:17](Cl)(=[O:19])=[O:18])[CH:14]=[CH:13][C:11]=2[N:12]=1.[Cl:21][C:22]1[CH:29]=[CH:28][C:25]([CH2:26][NH2:27])=[CH:24][CH:23]=1.CN1CCOCC1. The catalyst is CO. The yield is 0.160. The product is [Cl:21][C:22]1[CH:29]=[CH:28][C:25]([CH2:26][NH:27][S:17]([C:15]2[CH:14]=[CH:13][C:11]3[N:12]=[C:8]([C:3]4[C:4]([CH3:7])=[N:5][NH:6][C:2]=4[NH2:1])[S:9][C:10]=3[CH:16]=2)(=[O:19])=[O:18])=[CH:24][CH:23]=1. (3) The reactants are [C:1]([O:5][C:6](=[O:24])[NH:7][CH:8]([CH2:17][C:18]1[CH:23]=[CH:22][CH:21]=[CH:20][CH:19]=1)[CH:9]([OH:16])[CH2:10][NH:11][CH2:12][CH:13]([CH3:15])[CH3:14])([CH3:4])([CH3:3])[CH3:2].[CH3:25][C:26]1[C:34]2[C:29](=[CH:30][CH:31]=[C:32]([S:35](Cl)(=[O:37])=[O:36])[CH:33]=2)[NH:28][N:27]=1.C([O-])(O)=O.[Na+].CCCCCC. The catalyst is ClCCl. The product is [C:1]([O:5][C:6](=[O:24])[NH:7][CH:8]([CH2:17][C:18]1[CH:19]=[CH:20][CH:21]=[CH:22][CH:23]=1)[CH:9]([OH:16])[CH2:10][N:11]([CH2:12][CH:13]([CH3:14])[CH3:15])[S:35]([C:32]1[CH:33]=[C:34]2[C:29](=[CH:30][CH:31]=1)[NH:28][N:27]=[C:26]2[CH3:25])(=[O:37])=[O:36])([CH3:3])([CH3:4])[CH3:2]. The yield is 0.990. (4) The reactants are [OH-].[Na+].FC(F)(F)C([O-])=O.[S:10]1[C:14]2[C:15]3([CH2:23][CH2:22][NH2+:21][CH2:20][CH2:19]3)[O:16][CH2:17][CH2:18][C:13]=2[CH:12]=[CH:11]1. The catalyst is ClCCl. The product is [S:10]1[C:14]2[C:15]3([CH2:23][CH2:22][NH:21][CH2:20][CH2:19]3)[O:16][CH2:17][CH2:18][C:13]=2[CH:12]=[CH:11]1. The yield is 0.860. (5) The reactants are [Br:1][C:2]1[CH:3]=[CH:4][C:5]([OH:11])=[C:6]([C:8](=[O:10])[CH3:9])[CH:7]=1.[S:12]1[CH:16]=[CH:15][CH:14]=[C:13]1[CH:17]=O. The catalyst is C(O)C.O. The product is [Br:1][C:2]1[CH:7]=[C:6]2[C:5](=[CH:4][CH:3]=1)[O:11][CH:17]([C:13]1[S:12][CH:16]=[CH:15][CH:14]=1)[CH2:9][C:8]2=[O:10]. The yield is 0.500. (6) The reactants are [CH2:1]([O:3][C:4](=[O:21])[C:5]1[CH:10]=[CH:9][C:8]([N:11]=[CH:12][C:13]2[CH:18]=[CH:17][C:16]([F:19])=[C:15]([Br:20])[CH:14]=2)=[CH:7][CH:6]=1)[CH3:2].[CH:22](=[O:26])[CH:23]([CH3:25])[CH3:24].O. The yield is 1.00. The catalyst is O1CCCC1.O.[O-]S(C(F)(F)F)(=O)=O.[Yb+3].[O-]S(C(F)(F)F)(=O)=O.[O-]S(C(F)(F)F)(=O)=O. The product is [CH2:1]([O:3][C:4]([C:5]1[CH:10]=[C:9]2[C:8](=[CH:7][CH:6]=1)[NH:11][CH:12]([C:13]1[CH:18]=[CH:17][C:16]([F:19])=[C:15]([Br:20])[CH:14]=1)[C:23]([CH3:25])([CH3:24])[CH:22]2[OH:26])=[O:21])[CH3:2]. (7) The reactants are [F:1][C:2]1[CH:7]=[C:6]([F:8])[CH:5]=[CH:4][C:3]=1[C:9]1[O:13][N:12]=[CH:11][C:10]=1[CH2:14][CH2:15][C:16]([OH:18])=[O:17].S(=O)(=O)(O)O.[CH3:24]O. No catalyst specified. The product is [F:1][C:2]1[CH:7]=[C:6]([F:8])[CH:5]=[CH:4][C:3]=1[C:9]1[O:13][N:12]=[CH:11][C:10]=1[CH2:14][CH2:15][C:16]([O:18][CH3:24])=[O:17]. The yield is 0.870. (8) The reactants are [C:1]([O:5][C:6](=[O:13])[N:7]([CH:9]1[CH2:12][NH:11][CH2:10]1)[CH3:8])([CH3:4])([CH3:3])[CH3:2].[Cl:14][C:15]1[CH:20]=[C:19](Cl)[N:18]=[CH:17][N:16]=1. The catalyst is CC(O)C. The product is [Cl:14][C:15]1[N:16]=[CH:17][N:18]=[C:19]([N:11]2[CH2:12][CH:9]([N:7]([CH3:8])[C:6](=[O:13])[O:5][C:1]([CH3:4])([CH3:2])[CH3:3])[CH2:10]2)[CH:20]=1. The yield is 0.640.